From a dataset of NCI-60 drug combinations with 297,098 pairs across 59 cell lines. Regression. Given two drug SMILES strings and cell line genomic features, predict the synergy score measuring deviation from expected non-interaction effect. Drug 1: C(CC(=O)O)C(=O)CN.Cl. Drug 2: C1CCC(C(C1)N)N.C(=O)(C(=O)[O-])[O-].[Pt+4]. Cell line: HT29. Synergy scores: CSS=55.1, Synergy_ZIP=-5.01, Synergy_Bliss=-5.69, Synergy_Loewe=-49.4, Synergy_HSA=-1.82.